This data is from Catalyst prediction with 721,799 reactions and 888 catalyst types from USPTO. The task is: Predict which catalyst facilitates the given reaction. (1) Reactant: [CH2:1]([N:8]1[C:16]2[C:11](=[CH:12][CH:13]=[C:14]([OH:17])[CH:15]=2)[C:10]([C:18]([NH:20][CH2:21][C:22]2[CH:27]=[CH:26][C:25]([F:28])=[C:24]([F:29])[CH:23]=2)=[O:19])=[C:9]1[CH:30]([CH3:32])[CH3:31])[C:2]1[CH:7]=[CH:6][CH:5]=[CH:4][CH:3]=1.[C:33]([O-])([O-])=O.[K+].[K+].I[CH:40]([CH2:42][CH3:43])C. Product: [CH2:1]([N:8]1[C:16]2[C:11](=[CH:12][CH:13]=[C:14]([O:17][CH2:33][CH:42]([CH3:40])[CH3:43])[CH:15]=2)[C:10]([C:18]([NH:20][CH2:21][C:22]2[CH:27]=[CH:26][C:25]([F:28])=[C:24]([F:29])[CH:23]=2)=[O:19])=[C:9]1[CH:30]([CH3:32])[CH3:31])[C:2]1[CH:7]=[CH:6][CH:5]=[CH:4][CH:3]=1. The catalyst class is: 3. (2) Reactant: [Cl:1][C:2]1[N:7]=[C:6]([NH:8][C:9]2[CH:10]=[C:11]([CH2:15][CH2:16][C:17]3[N:22]=[C:21]([NH:23]C(=O)OC(C)(C)C)[CH:20]=[CH:19][CH:18]=3)[CH:12]=[CH:13][CH:14]=2)[C:5]([Cl:31])=[CH:4][N:3]=1.[ClH:32]. The catalyst class is: 12. Product: [ClH:1].[ClH:32].[NH2:23][C:21]1[N:22]=[C:17]([CH2:16][CH2:15][C:11]2[CH:10]=[C:9]([NH:8][C:6]3[C:5]([Cl:31])=[CH:4][N:3]=[C:2]([Cl:1])[N:7]=3)[CH:14]=[CH:13][CH:12]=2)[CH:18]=[CH:19][CH:20]=1. (3) Reactant: C(OC([NH:8][CH2:9][CH2:10][CH2:11][C:12]1[C:20]2[C:15](=[CH:16][CH:17]=[C:18]([C:21]3[CH:26]=[CH:25][CH:24]=[CH:23][C:22]=3[F:27])[CH:19]=2)[NH:14][C:13]=1[C:28]([OH:30])=[O:29])=O)(C)(C)C.[ClH:31].C(OCC)C. Product: [ClH:31].[NH2:8][CH2:9][CH2:10][CH2:11][C:12]1[C:20]2[C:15](=[CH:16][CH:17]=[C:18]([C:21]3[CH:26]=[CH:25][CH:24]=[CH:23][C:22]=3[F:27])[CH:19]=2)[NH:14][C:13]=1[C:28]([OH:30])=[O:29]. The catalyst class is: 135. (4) Reactant: [C:1]([C:5]1[NH:6][C:7]2[C:12]([C:13]=1[C:14](=[O:25])[NH:15][CH2:16][C:17]1[CH:22]=[CH:21][C:20]([F:23])=[C:19]([F:24])[CH:18]=1)=[CH:11][CH:10]=[C:9]([C:26]([O:28][CH2:29][CH3:30])=[O:27])[CH:8]=2)([CH3:4])([CH3:3])[CH3:2].[CH2:31](Br)[C:32]1[CH:37]=[CH:36][CH:35]=[CH:34][CH:33]=1.C([O-])([O-])=O.[K+].[K+]. Product: [CH2:31]([N:6]1[C:7]2[C:12](=[CH:11][CH:10]=[C:9]([C:26]([O:28][CH2:29][CH3:30])=[O:27])[CH:8]=2)[C:13]([C:14](=[O:25])[NH:15][CH2:16][C:17]2[CH:22]=[CH:21][C:20]([F:23])=[C:19]([F:24])[CH:18]=2)=[C:5]1[C:1]([CH3:4])([CH3:2])[CH3:3])[C:32]1[CH:37]=[CH:36][CH:35]=[CH:34][CH:33]=1. The catalyst class is: 31. (5) Reactant: C(NC(C)C)(C)C.C([Li])CCC.[Br:13][C:14]1[CH:19]=[CH:18][C:17]([F:20])=[CH:16][C:15]=1[O:21][CH3:22].[F:23][C:24]1[CH:25]=[C:26]([CH:29]=[CH:30][CH:31]=1)[CH:27]=[O:28].[Cl-].[NH4+]. Product: [Br:13][C:14]1[C:15]([O:21][CH3:22])=[C:16]([CH:27]([C:26]2[CH:29]=[CH:30][CH:31]=[C:24]([F:23])[CH:25]=2)[OH:28])[C:17]([F:20])=[CH:18][CH:19]=1. The catalyst class is: 188. (6) Reactant: [NH:1]1[CH2:6][CH2:5][CH2:4][CH2:3][CH2:2]1.Cl[CH2:8][C:9]1[CH:14]=[CH:13][N:12]=[CH:11][CH:10]=1. Product: [N:1]1([CH2:8][C:9]2[CH:14]=[CH:13][N:12]=[CH:11][CH:10]=2)[CH2:6][CH2:5][CH2:4][CH2:3][CH2:2]1. The catalyst class is: 5.